From a dataset of Experimentally validated miRNA-target interactions with 360,000+ pairs, plus equal number of negative samples. Binary Classification. Given a miRNA mature sequence and a target amino acid sequence, predict their likelihood of interaction. (1) The miRNA is hsa-miR-26b-5p with sequence UUCAAGUAAUUCAGGAUAGGU. The protein sequence of the target gene is MLEAIDKNRALHAAERLQTKLRERGDVANEDKLSLLKSVLQSPLFSQILSLQTSVQQLKDQVNIATSATSNIEYAHVPHLSPAVIPTLQNESFLLSPNNGNLEALTGPGIPHINGKPACDEFDQLIKNMAQGRHVEVFELLKPPSGGLGFSVVGLRSENRGELGIFVQEIQEGSVAHRDGRLKETDQILAINGQALDQTITHQQAISILQKAKDTVQLVIARGSLPQLVSPIVSRSPSAASTISAHSNPVHWQHMETIELVNDGSGLGFGIIGGKATGVIVKTILPGGVADQHGRLCSGD.... Result: 1 (interaction). (2) The miRNA is mmu-miR-582-3p with sequence UAACCUGUUGAACAACUGAAC. The protein sequence of the target gene is MVKLLVAKILCMVGVFFFMLLGSLLPVKIIETDFEKAHRSKKILSLCNTFGGGVFLATCFNALLPAVREKLQKVLSLGHISTDYPLAETILLLGFFMTVFLEQLILTFRKEKPSFIDLETFNAGSDVGSDSEYESPFMGGARGHALYVEPHGHGPSLSVQGLSRASPVRLLSLAFALSAHSVFEGLALGLQEEGEKVVSLFVGVAVHETLVAVALGISMARSAMPLRDAAKLAVTVSAMIPLGIGLGLGIESAQGVPGSVASVLLQGLAGGTFLFITFLEILAKELEEKSDRLLKVLFLV.... Result: 0 (no interaction). (3) The miRNA is hsa-miR-6890-3p with sequence CCACUGCCUAUGCCCCACAG. The protein sequence of the target gene is MSIQAPPRLLELAGQSLLRDQALSISAMEELPRVLYLPLFMEAFRRRHFQTLTVMVQAWPFTCLPLGSLMKTLHLETLKALLEGLHMLLTQKDRPRRRKLQVLDLRDVDENFWARWPGAWALSCFPETMSKRQTAEDRPRMGEHQPLKVFIDICLKEIPQDECLRYLFQWVYQRRGLVHLCCSKLVNYLTPIKHLRKSLKIIYLNSIQELEIHNMSWPRLIRKLRCYLKEMKTLGKLVFSRCHHSTSDNELEGRLVTKFSSVFLGLEHLQLLKIKLITFFSGHLEQLIRCLQNPLENLEL.... Result: 0 (no interaction). (4) The miRNA is hsa-miR-329-5p with sequence GAGGUUUUCUGGGUUUCUGUUUC. The protein sequence of the target gene is METMKSKANCAQNPNCNIMIFHPTKEEFNDFDKYIAYMESQGAHRAGLAKIIPPKEWKARETYDNISEILIATPLQQVASGRAGVFTQYHKKKKAMTVGEYRHLANSKKYQTPPHQNFEDLERKYWKNRIYNSPIYGADISGSLFDENTKQWNLGHLGTIQDLLEKECGVVIEGVNTPYLYFGMWKTTFAWHTEDMDLYSINYLHLGEPKTWYVVPPEHGQRLERLARELFPGSSRGCGAFLRHKVALISPTVLKENGIPFNRITQEAGEFMVTFPYGYHAGFNHGFNCAEAINFATPRW.... Result: 0 (no interaction). (5) The miRNA is mmu-miR-669o-3p with sequence ACAUAACAUACACACACACGUAU. The protein sequence of the target gene is MRKAGSRARAEAEGPHRAMEGGEVTGDRLKADTPDVSFEELLRLQGQGRPKAHKQLVAGNSTRTRSPQQPVCVADKHRPLEMSAKVRVPFLRQVVPISKKVARDPRFDDLSGDYNPEVFDKTYQFLNDIRAKEKQLVKKQLKRHRSGEERDKLQQLLQRMEQQEMAQQERKQQQELRLALKQERRAQAQQGHRPYFLKKSEQRQLALAEKFKELRRSKKLESFLSRKRRRNAGKDRRHLPLSKE. Result: 0 (no interaction). (6) The miRNA is hsa-miR-6884-5p with sequence AGAGGCUGAGAAGGUGAUGUUG. The protein sequence of the target gene is MEDVKLEFPSLPQCKEDAEEWTYPMRREMQEILPGLFLGPYSSAMKSKLPVLQKHGITHIICIRQNIEANFIKPNFQQLFRYLVLDIADNPVENIIRFFPMTKEFIDGSLQMGGKVLVHGNAGISRSAAFVIAYIMETFGMKYRDAFAYVQERRFCINPNAGFVHQLQEYEAIYLAKLTIQMMSPLQIERSLSVHSGTTGSLKRTHEEEDDFGTMQVATAQNG. Result: 1 (interaction). (7) The miRNA is mmu-miR-486a-5p with sequence UCCUGUACUGAGCUGCCCCGAG. The protein sequence of the target gene is MARAPLGVLLLLGLLGRGVGKNEELRLYHHLFNNYDPGSRPVREPEDTVTISLKVTLTNLISLNEKEETLTTSVWIGIDWQDYRLNYSKDDFGGIETLRVPSELVWLPEIVLENNIDGQFGVAYDANVLVYEGGSVTWLPPAIYRSVCAVEVTYFPFDWQNCSLIFRSQTYNAEEVEFTFAVDNDGKTINKIDIDTEAYTENGEWAIDFCPGVIRRHHGGATDGPGETDVIYSLIIRRKPLFYVINIIVPCVLISGLVLLAYFLPAQAGGQKCTVSINVLLAQTVFLFLIAQKIPETSLS.... Result: 0 (no interaction).